This data is from Full USPTO retrosynthesis dataset with 1.9M reactions from patents (1976-2016). The task is: Predict the reactants needed to synthesize the given product. (1) Given the product [CH3:1][N:2]1[C:10]2[C:5](=[CH:6][CH:7]=[CH:8][CH:9]=2)[C:4]([CH2:11][NH:16][S:13]([NH2:17])(=[O:15])=[O:14])=[CH:3]1, predict the reactants needed to synthesize it. The reactants are: [CH3:1][N:2]1[C:10]2[C:5](=[CH:6][CH:7]=[CH:8][CH:9]=2)[C:4]([CH:11]=O)=[CH:3]1.[S:13]([NH2:17])([NH2:16])(=[O:15])=[O:14].[BH4-].[Na+]. (2) Given the product [CH3:29][N:28]1[CH2:27][CH:8]2[N:7]([C:6]3[N:1]=[CH:2][CH:3]=[CH:4][C:5]=3[CH2:11][C:10]3[CH:12]=[CH:13][CH:14]=[CH:15][C:9]=32)[CH2:21][CH2:30]1, predict the reactants needed to synthesize it. The reactants are: [N:1]1[C:6]2[NH:7][CH:8](N(CCCl)C)[C:9]3[CH:15]=[CH:14][CH:13]=[CH:12][C:10]=3[CH2:11][C:5]=2[CH:4]=[CH:3][CH:2]=1.[C:21]([O-])([O-])=O.[K+].[K+].[CH3:27][N:28]([CH:30]=O)[CH3:29]. (3) Given the product [CH3:1][C:2]1[C@@H:18]([O:19][C:20]([CH3:22])=[O:21])[CH2:17][C@:13]2([OH:23])[C:14]([CH3:15])([CH3:16])[C:3]=1[C@@H:4]([O:33][C:34]([CH3:36])=[O:35])[C:5]([C@@:6]1([CH3:31])[C@H:11]([C@@H:12]2[O:37][C:24]([C:10]2[CH:11]=[CH:6][CH:7]=[CH:8][CH:9]=2)=[O:25])[C@:10]2([O:26][C:27]([CH3:29])=[O:28])[CH2:24][O:25][C@@H:9]2[CH2:8][C@@H:7]1[OH:30])=[O:32], predict the reactants needed to synthesize it. The reactants are: [CH3:1][C:2]1[C@@H:18]([O:19][C:20]([CH3:22])=[O:21])[CH2:17][C@@:13]2([OH:23])[C:14]([CH3:16])([CH3:15])[C:3]=1[C@@H:4]([O:33][C:34]([CH3:36])=[O:35])[C@H:5]([OH:32])[C@@:6]1([CH3:31])[C@H:11]([CH2:12]2)[C@:10]2([O:26][C:27]([CH3:29])=[O:28])[CH2:24][O:25][C@@H:9]2[CH2:8][C@@H:7]1[OH:30].[OH2:37]. (4) Given the product [F:8][C:6]1[CH:5]=[C:4]([NH:9][S:10]([CH3:13])(=[O:12])=[O:11])[CH:3]=[C:2]([B:14]2[O:18][C:17]([CH3:20])([CH3:19])[C:16]([CH3:22])([CH3:21])[O:15]2)[CH:7]=1, predict the reactants needed to synthesize it. The reactants are: Br[C:2]1[CH:3]=[C:4]([NH:9][S:10]([CH3:13])(=[O:12])=[O:11])[CH:5]=[C:6]([F:8])[CH:7]=1.[B:14]1([B:14]2[O:18][C:17]([CH3:20])([CH3:19])[C:16]([CH3:22])([CH3:21])[O:15]2)[O:18][C:17]([CH3:20])([CH3:19])[C:16]([CH3:22])([CH3:21])[O:15]1.CC([O-])=O.[K+]. (5) The reactants are: CO[C:3](=[O:29])[C:4]([S:20]([C:23]1[CH:28]=[CH:27][CH:26]=[CH:25][CH:24]=1)(=[O:22])=[O:21])([CH:6]1[CH2:18][CH2:17][C:16]2[C:15]3[C:10](=[CH:11][CH:12]=[C:13]([Cl:19])[CH:14]=3)[NH:9][C:8]=2[CH2:7]1)[F:5].[C-:30]#[N:31].[Na+]. Given the product [C:23]1([S:20]([C:4]([CH:6]2[CH2:18][CH2:17][C:16]3[C:15]4[C:10](=[CH:11][CH:12]=[C:13]([Cl:19])[CH:14]=4)[NH:9][C:8]=3[CH2:7]2)([F:5])[C:3]([NH:31][CH3:30])=[O:29])(=[O:21])=[O:22])[CH:28]=[CH:27][CH:26]=[CH:25][CH:24]=1, predict the reactants needed to synthesize it.